This data is from Experimentally validated miRNA-target interactions with 360,000+ pairs, plus equal number of negative samples. The task is: Binary Classification. Given a miRNA mature sequence and a target amino acid sequence, predict their likelihood of interaction. The miRNA is hsa-miR-4776-3p with sequence CUUGCCAUCCUGGUCCACUGCAU. The protein sequence of the target gene is MNREDRNVLRMKERERRNQEIQQGEDAFPPSSPLFAEPYKVTSKEDKLSSRIQSMLGNYDEMKDFIGDRSIPKLVAIPKPTVPPSADEKSNPNFFEQRHGGSHQSSKWTPVGPAPSTSQSQKRSSGLQSGHSSQRTSAGSSSGTNSSGQRHDRESYNNSGSSSRKKGQHGSEHSKSRSSSPGKPQAVSSLNSSHSRSHGNDHHSKEHQRSKSPRDPDANWDSPSRVPFSSGQHSTQSFPPSLMSKSNSMLQKPTAYVRPMDGQESMEPKLSSEHYSSQSHGNSMTELKPSSKAHLTKLKI.... Result: 1 (interaction).